This data is from Catalyst prediction with 721,799 reactions and 888 catalyst types from USPTO. The task is: Predict which catalyst facilitates the given reaction. (1) Reactant: [F:1][C:2]([F:18])([F:17])[C:3]1[CH:8]=[CH:7][CH:6]=[CH:5][C:4]=1[C:9]1([CH2:13][C:14](=[O:16])[CH3:15])[CH2:12][CH2:11][CH2:10]1.[Br:19]Br.O. Product: [Br:19][CH2:15][C:14](=[O:16])[CH2:13][C:9]1([C:4]2[CH:5]=[CH:6][CH:7]=[CH:8][C:3]=2[C:2]([F:17])([F:18])[F:1])[CH2:10][CH2:11][CH2:12]1. The catalyst class is: 5. (2) Reactant: [Br:1][C:2]1[CH:3]=[N:4][C:5](I)=[N:6][CH:7]=1.[F:9][C:10]1[CH:15]=[CH:14][CH:13]=[CH:12][C:11]=1B(O)O.C([O-])([O-])=O.[K+].[K+]. Product: [Br:1][C:2]1[CH:3]=[N:4][C:5]([C:11]2[CH:12]=[CH:13][CH:14]=[CH:15][C:10]=2[F:9])=[N:6][CH:7]=1. The catalyst class is: 77. (3) Reactant: [F:1][C:2]1[CH:7]=[CH:6][C:5]([C:8]2[N:16]3[C:11]([CH:12]=[C:13]([CH2:17][N:18]4[CH:22]=[C:21]([C:23]([OH:30])([C:26]([F:29])([F:28])[F:27])[CH2:24][CH3:25])[N:20]=[N:19]4)[CH:14]=[CH:15]3)=[CH:10][C:9]=2[C:31](O)=[O:32])=[CH:4][CH:3]=1.C(Cl)CCl.C1C=C[C:41]2[N:46]([OH:47])N=NC=2C=1.[CH:48](N(C(C)C)CC)(C)C. Product: [CH3:48][O:47][N:46]([CH3:41])[C:31]([C:9]1[CH:10]=[C:11]2[N:16]([C:8]=1[C:5]1[CH:4]=[CH:3][C:2]([F:1])=[CH:7][CH:6]=1)[CH:15]=[CH:14][C:13]([CH2:17][N:18]1[CH:22]=[C:21]([C:23]([OH:30])([C:26]([F:29])([F:27])[F:28])[CH2:24][CH3:25])[N:20]=[N:19]1)=[CH:12]2)=[O:32]. The catalyst class is: 91.